From a dataset of Forward reaction prediction with 1.9M reactions from USPTO patents (1976-2016). Predict the product of the given reaction. (1) Given the reactants Cl.[Sn](Cl)Cl.[N+:5]([C:8]1[CH:13]=[C:12]([C:14]([F:17])([F:16])[F:15])[CH:11]=[CH:10][C:9]=1[N:18]1[CH2:23][CH2:22][O:21][CH2:20][CH2:19]1)([O-])=O.C(=O)([O-])O.[Na+], predict the reaction product. The product is: [NH2:5][C:8]1[CH:13]=[C:12]([C:14]([F:15])([F:16])[F:17])[CH:11]=[CH:10][C:9]=1[N:18]1[CH2:19][CH2:20][O:21][CH2:22][CH2:23]1. (2) Given the reactants C(=O)([O-])[O-].[K+].[K+].[Cl:7][C:8]1[CH:13]=[CH:12][C:11]([C:14]2[N:15]([CH2:20][CH:21]=[CH2:22])[C:16](=[O:19])[NH:17][N:18]=2)=[CH:10][CH:9]=1.Cl[CH2:24][C:25]([O:27][CH3:28])=[O:26], predict the reaction product. The product is: [Cl:7][C:8]1[CH:9]=[CH:10][C:11]([C:14]2[N:15]([CH2:20][CH:21]=[CH2:22])[C:16](=[O:19])[N:17]([CH2:24][C:25]([O:27][CH3:28])=[O:26])[N:18]=2)=[CH:12][CH:13]=1. (3) Given the reactants [CH2:1]1[C:10]2[C:5](=[CH:6][CH:7]=[CH:8][CH:9]=2)[CH2:4][CH2:3][N:2]1C(C1NC2C(C=1)=CC(O)=CC=2)=O.OC1C=C2C(=CC=1)NC(C(O)=O)=C2, predict the reaction product. The product is: [CH2:1]1[C:10]2[C:5](=[CH:6][CH:7]=[CH:8][CH:9]=2)[CH2:4][CH2:3][NH:2]1. (4) Given the reactants C([Si]([O:8][C:9]1[CH:14]=[CH:13][CH:12]=[C:11]([C:15]([C:17]2[CH:22]=[CH:21][C:20]([O:23][CH3:24])=[C:19]([CH3:25])[CH:18]=2)=[CH2:16])[CH:10]=1)(C)C)(C)(C)C.[F-].C([N+](CCCC)(CCCC)CCCC)CCC, predict the reaction product. The product is: [CH3:24][O:23][C:20]1[CH:21]=[CH:22][C:17]([C:15]([C:11]2[CH:10]=[C:9]([OH:8])[CH:14]=[CH:13][CH:12]=2)=[CH2:16])=[CH:18][C:19]=1[CH3:25].